Dataset: CYP3A4 inhibition data for predicting drug metabolism from PubChem BioAssay. Task: Regression/Classification. Given a drug SMILES string, predict its absorption, distribution, metabolism, or excretion properties. Task type varies by dataset: regression for continuous measurements (e.g., permeability, clearance, half-life) or binary classification for categorical outcomes (e.g., BBB penetration, CYP inhibition). Dataset: cyp3a4_veith. The molecule is COC(=O)[C@@]1(Cc2ccccc2)[C@H]2c3cc(C(=O)N4CCCC4)n(Cc4cccc5ccccc45)c3C[C@H]2CN1C(=O)c1ccccc1. The result is 1 (inhibitor).